This data is from Full USPTO retrosynthesis dataset with 1.9M reactions from patents (1976-2016). The task is: Predict the reactants needed to synthesize the given product. (1) Given the product [Cl:1][C:2]1[N:7]=[C:6]2[C:8]3[C:13]([O:14][CH3:15])=[CH:12][CH:11]=[CH:10][C:9]=3[O:16][C:5]2=[CH:4][CH:3]=1, predict the reactants needed to synthesize it. The reactants are: [Cl:1][C:2]1[N:7]=[C:6]([C:8]2[C:13]([O:14][CH3:15])=[CH:12][CH:11]=[CH:10][C:9]=2[O:16]C)[C:5](N)=[CH:4][CH:3]=1.C(O)(=O)C.OS(O)(=O)=O.N(OC(C)(C)C)=O. (2) The reactants are: [C:1]([O:5][C:6](=[O:22])[NH:7][C:8]1[CH:13]=[C:12]([N:14]([CH3:16])[CH3:15])[C:11]([C:17]([F:20])([F:19])[F:18])=[CH:10][C:9]=1[NH2:21])([CH3:4])([CH3:3])[CH3:2].CC1(C)[O:29][C:28]([C:30]2[CH:31]=[C:32]([CH:35]=[CH:36][CH:37]=2)[C:33]#[N:34])=[CH:27][C:26](=O)[O:25]1. Given the product [C:1]([O:5][C:6](=[O:22])[NH:7][C:8]1[CH:13]=[C:12]([N:14]([CH3:16])[CH3:15])[C:11]([C:17]([F:20])([F:19])[F:18])=[CH:10][C:9]=1[NH:21][C:26](=[O:25])[CH2:27][C:28]([C:30]1[CH:37]=[CH:36][CH:35]=[C:32]([C:33]#[N:34])[CH:31]=1)=[O:29])([CH3:4])([CH3:2])[CH3:3], predict the reactants needed to synthesize it. (3) Given the product [C:35]([C:34]1[CH:33]=[CH:32][C:31]([C:23]2[CH:24]=[C:25]3[N:30]([CH2:14][C:10]4([F:13])[CH2:11][CH2:12][N:8]([C:1]([O:3][C:4]([CH3:7])([CH3:6])[CH3:5])=[O:2])[CH2:9]4)[CH:29]=[CH:28][C:26]3=[N:27][C:22]=2[N:16]2[CH2:21][CH2:20][O:19][CH2:18][CH2:17]2)=[CH:38][CH:37]=1)#[N:36], predict the reactants needed to synthesize it. The reactants are: [C:1]([N:8]1[CH2:12][CH2:11][C:10]([CH2:14]Br)([F:13])[CH2:9]1)([O:3][C:4]([CH3:7])([CH3:6])[CH3:5])=[O:2].[N:16]1([C:22]2[N:27]=[C:26]3[CH:28]=[CH:29][NH:30][C:25]3=[CH:24][C:23]=2[C:31]2[CH:38]=[CH:37][C:34]([C:35]#[N:36])=[CH:33][CH:32]=2)[CH2:21][CH2:20][O:19][CH2:18][CH2:17]1. (4) Given the product [Br:1][C:2]1[C:10]2[C:5](=[CH:6][CH:7]=[CH:8][C:9]=2[N+:11]([O-:13])=[O:12])[N:4]([CH2:21][C:22]([O:24][CH2:25][CH3:26])=[O:23])[N:3]=1, predict the reactants needed to synthesize it. The reactants are: [Br:1][C:2]1[C:10]2[C:5](=[CH:6][CH:7]=[CH:8][C:9]=2[N+:11]([O-:13])=[O:12])[NH:4][N:3]=1.C(=O)([O-])[O-].[K+].[K+].Cl[CH2:21][C:22]([O:24][CH2:25][CH3:26])=[O:23]. (5) Given the product [C:1]([O:5][C:6](=[O:7])[NH:8][C@H:9]([CH2:14][C:15]1[CH:20]=[C:19]([F:21])[C:18]([F:22])=[CH:17][C:16]=1[F:23])[CH2:10][C:11](=[O:13])[NH:47][NH:46][C:48]1[N:53]2[N:54]=[CH:55][N:56]=[C:52]2[CH:51]=[CH:50][N:49]=1)([CH3:2])([CH3:3])[CH3:4], predict the reactants needed to synthesize it. The reactants are: [C:1]([O:5][C:6]([NH:8][C@H:9]([CH2:14][C:15]1[CH:20]=[C:19]([F:21])[C:18]([F:22])=[CH:17][C:16]=1[F:23])[CH2:10][C:11]([OH:13])=O)=[O:7])([CH3:4])([CH3:3])[CH3:2].Cl.CN(C)CCCN=C=NCC.ON1C2C=CC=CC=2N=N1.[NH:46]([C:48]1[N:53]2[N:54]=[CH:55][N:56]=[C:52]2[CH:51]=[CH:50][N:49]=1)[NH2:47].C(N(CC)C(C)C)(C)C. (6) Given the product [CH:1]([N:4]1[CH2:10][CH2:9][C:8]2[S:11][C:12]([NH:14][C:15]3[N:20]=[C:19]([CH3:21])[CH:18]=[CH:17][N:16]=3)=[N:13][C:7]=2[C:6]2=[CH:22][NH:23][N:24]=[C:5]12)([CH3:3])[CH3:2], predict the reactants needed to synthesize it. The reactants are: [CH:1]([N:4]1[CH2:10][CH2:9][C:8]2[S:11][C:12]([NH:14][C:15]3[N:20]=[C:19]([CH3:21])[CH:18]=[CH:17][N:16]=3)=[N:13][C:7]=2[C:6]2=[CH:22][N:23](CC3C=CC(OC)=CC=3)[N:24]=[C:5]12)([CH3:3])[CH3:2]. (7) Given the product [N:1]1[CH:6]=[CH:5][CH:4]=[CH:3][C:2]=1[C:7]([C:16]1[N:21]=[C:20]([P:29]([C:30]2[CH:31]=[CH:32][CH:33]=[CH:34][CH:35]=2)[C:26]2[CH:27]=[CH:28][CH:23]=[CH:24][CH:25]=2)[CH:19]=[CH:18][CH:17]=1)([C:9]1[N:14]=[C:13]([P:29]([C:26]2[CH:27]=[CH:28][CH:23]=[CH:24][CH:25]=2)[C:30]2[CH:35]=[CH:34][CH:33]=[CH:32][CH:31]=2)[CH:12]=[CH:11][CH:10]=1)[CH3:8], predict the reactants needed to synthesize it. The reactants are: [N:1]1[CH:6]=[CH:5][CH:4]=[CH:3][C:2]=1[C:7]([C:16]1[N:21]=[C:20](F)[CH:19]=[CH:18][CH:17]=1)([C:9]1[N:14]=[C:13](F)[CH:12]=[CH:11][CH:10]=1)[CH3:8].[CH:23]1[CH:28]=[CH:27][C:26]([P-:29][C:30]2[CH:35]=[CH:34][CH:33]=[CH:32][CH:31]=2)=[CH:25][CH:24]=1.[K+].[Cl-].[NH4+].